Dataset: Peptide-MHC class II binding affinity with 134,281 pairs from IEDB. Task: Regression. Given a peptide amino acid sequence and an MHC pseudo amino acid sequence, predict their binding affinity value. This is MHC class II binding data. (1) The MHC is DRB1_1101 with pseudo-sequence DRB1_1101. The peptide sequence is RWQVVAPQLPDDLMI. The binding affinity (normalized) is 0.0744. (2) The peptide sequence is RVKLSALTLKGTSYK. The MHC is HLA-DQA10501-DQB10402 with pseudo-sequence HLA-DQA10501-DQB10402. The binding affinity (normalized) is 0.522. (3) The peptide sequence is ALQNLARTISEAGQA. The MHC is DRB1_0301 with pseudo-sequence DRB1_0301. The binding affinity (normalized) is 0.0758. (4) The peptide sequence is AHLAEENEGDNACKR. The MHC is HLA-DQA10102-DQB10501 with pseudo-sequence HLA-DQA10102-DQB10501. The binding affinity (normalized) is 0. (5) The peptide sequence is RLEFDEFVTLAAKFI. The MHC is HLA-DQA10101-DQB10501 with pseudo-sequence HLA-DQA10101-DQB10501. The binding affinity (normalized) is 0.274. (6) The peptide sequence is AETCPIFYDVFFAVA. The MHC is DRB1_0401 with pseudo-sequence DRB1_0401. The binding affinity (normalized) is 0.437. (7) The peptide sequence is GYKVQTNGPWMQVPL. The MHC is DRB3_0301 with pseudo-sequence DRB3_0301. The binding affinity (normalized) is 0.851. (8) The peptide sequence is GELQIVDKIDGAFKI. The MHC is DRB3_0202 with pseudo-sequence DRB3_0202. The binding affinity (normalized) is 0.308. (9) The peptide sequence is AFKVAATAANADPAN. The MHC is DRB1_0701 with pseudo-sequence DRB1_0701. The binding affinity (normalized) is 0.497.